From a dataset of Catalyst prediction with 721,799 reactions and 888 catalyst types from USPTO. Predict which catalyst facilitates the given reaction. (1) Reactant: [CH3:1][O:2][C:3]1[C:4](=[O:25])[C:5]([CH3:24])=[C:6]([CH2:12][C:13]2[CH:18]=[CH:17][C:16]([CH2:19][CH2:20][C:21](O)=[O:22])=[CH:15][CH:14]=2)[C:7](=[O:11])[C:8]=1[O:9][CH3:10].C(Cl)(=O)OCC.C(N(CC)CC)C.[NH:39]1[CH2:44][CH2:43][S:42][CH2:41][CH2:40]1. Product: [CH3:1][O:2][C:3]1[C:4](=[O:25])[C:5]([CH3:24])=[C:6]([CH2:12][C:13]2[CH:18]=[CH:17][C:16]([CH2:19][CH2:20][C:21]([N:39]3[CH2:44][CH2:43][S:42][CH2:41][CH2:40]3)=[O:22])=[CH:15][CH:14]=2)[C:7](=[O:11])[C:8]=1[O:9][CH3:10]. The catalyst class is: 20. (2) Reactant: [Br:1][C:2]1[CH:3]=[C:4]2[C:8](=[C:9]([Br:11])[CH:10]=1)[NH:7][C:6](=[O:12])[C:5]2=O.C([C:18]1[CH:19]=[C:20]([C:28]([CH3:31])([CH3:30])[CH3:29])[C:21]2[O:25][C:24](=[O:26])[CH2:23][C:22]=2[CH:27]=1)(C)(C)C.C1(C)C=CC(S(O)(=O)=O)=CC=1.[CH3:43][OH:44]. Product: [Br:1][C:2]1[CH:3]=[C:4]2[C:8](=[C:9]([Br:11])[CH:10]=1)[NH:7][C:6](=[O:12])[C:5]2=[C:23]1[C:22]2[CH:27]=[C:18]([O:44][CH3:43])[CH:19]=[C:20]([C:28]([CH3:31])([CH3:30])[CH3:29])[C:21]=2[O:25][C:24]1=[O:26]. The catalyst class is: 15. (3) Reactant: Cl.[CH2:2]([O:4][C:5](=[O:31])[C:6]1[CH:11]=[CH:10][C:9]([O:12][CH2:13][CH2:14][C@H:15]([CH:17]2[CH2:22][CH2:21][N:20](C(OC(C)(C)C)=O)[CH2:19][CH2:18]2)C)=[N:8][C:7]=1[CH3:30])[CH3:3]. Product: [CH2:2]([O:4][C:5](=[O:31])[C:6]1[CH:11]=[CH:10][C:9]([O:12][CH2:13][CH2:14][CH2:15][CH:17]2[CH2:18][CH2:19][NH:20][CH2:21][CH2:22]2)=[N:8][C:7]=1[CH3:30])[CH3:3]. The catalyst class is: 12. (4) Reactant: [C:1]([NH:5][S:6]([C:9]1[C:18]2[C:13](=[CH:14][CH:15]=[CH:16][CH:17]=2)[C:12]([C:19]2[N:20]([CH2:28][CH:29]3[CH2:34][CH2:33][CH2:32][CH2:31][CH2:30]3)[C:21]([CH3:27])=[C:22]([C:24]([OH:26])=O)[N:23]=2)=[CH:11][CH:10]=1)(=[O:8])=[O:7])([CH3:4])([CH3:3])[CH3:2].[NH2:35][CH:36]1[CH2:41][CH2:40][S:39](=[O:43])(=[O:42])[CH2:38][CH2:37]1.CN(C(ON1N=NC2C=CC=NC1=2)=[N+](C)C)C.F[P-](F)(F)(F)(F)F.CCN(C(C)C)C(C)C. Product: [C:1]([NH:5][S:6]([C:9]1[C:18]2[C:13](=[CH:14][CH:15]=[CH:16][CH:17]=2)[C:12]([C:19]2[N:20]([CH2:28][CH:29]3[CH2:34][CH2:33][CH2:32][CH2:31][CH2:30]3)[C:21]([CH3:27])=[C:22]([C:24]([NH:35][CH:36]3[CH2:41][CH2:40][S:39](=[O:43])(=[O:42])[CH2:38][CH2:37]3)=[O:26])[N:23]=2)=[CH:11][CH:10]=1)(=[O:8])=[O:7])([CH3:4])([CH3:2])[CH3:3]. The catalyst class is: 2. (5) Reactant: [O:1]=[C:2]1[CH2:6][CH2:5][CH2:4][N:3]1[CH2:7][CH2:8][C:9]([N:11]1[CH2:15][CH2:14][C@H:13]([N:16]2[CH2:21][CH2:20][CH:19]([N:22]3[C:26]4[CH:27]=[CH:28][CH:29]=[CH:30][C:25]=4[NH:24][C:23]3=[O:31])[CH2:18][CH2:17]2)[CH2:12]1)=[O:10].[H-].[Na+].[CH3:34]I. Product: [CH3:34][N:24]1[C:25]2[CH:30]=[CH:29][CH:28]=[CH:27][C:26]=2[N:22]([CH:19]2[CH2:20][CH2:21][N:16]([C@H:13]3[CH2:14][CH2:15][N:11]([C:9](=[O:10])[CH2:8][CH2:7][N:3]4[CH2:4][CH2:5][CH2:6][C:2]4=[O:1])[CH2:12]3)[CH2:17][CH2:18]2)[C:23]1=[O:31]. The catalyst class is: 3. (6) Reactant: Br[C:2]1[C:3]([C:8]([O:10][CH3:11])=[O:9])=[N:4][CH:5]=[CH:6][N:7]=1.[CH3:12][O-:13].[Na+]. Product: [CH3:12][O:13][C:2]1[C:3]([C:8]([O:10][CH3:11])=[O:9])=[N:4][CH:5]=[CH:6][N:7]=1. The catalyst class is: 5. (7) Reactant: [CH3:1][O:2][C:3]([C:5]1[CH:6]=[CH:7][C:8]2[S:12][C:11]([NH:13][CH:14]3[CH2:19][CH2:18][NH:17][CH2:16][CH2:15]3)=[N:10][C:9]=2[CH:20]=1)=[O:4].[Cl:21][C:22]1[C:29]([O:30][CH2:31][CH3:32])=[CH:28][C:25]([CH:26]=O)=[CH:24][C:23]=1[O:33][CH2:34][CH3:35].C([BH3-])#N.[Na+].C(N(C(C)C)C(C)C)C. Product: [CH3:1][O:2][C:3]([C:5]1[CH:6]=[CH:7][C:8]2[S:12][C:11]([NH:13][CH:14]3[CH2:15][CH2:16][N:17]([CH2:26][C:25]4[CH:28]=[C:29]([O:30][CH2:31][CH3:32])[C:22]([Cl:21])=[C:23]([O:33][CH2:34][CH3:35])[CH:24]=4)[CH2:18][CH2:19]3)=[N:10][C:9]=2[CH:20]=1)=[O:4]. The catalyst class is: 212.